Task: Predict the reactants needed to synthesize the given product.. Dataset: Full USPTO retrosynthesis dataset with 1.9M reactions from patents (1976-2016) (1) Given the product [CH:1]1[C:9]2[C:8]3[CH2:10][CH2:11][CH2:12][CH2:13][C:7]=3[O:6][C:5]=2[CH:4]=[CH:3][C:2]=1[NH:14][C:15](=[O:19])[CH2:16][CH2:17][CH3:21], predict the reactants needed to synthesize it. The reactants are: [CH2:1]1[C:9]2[C:8]3[CH:10]=[CH:11][CH:12]=[CH:13][C:7]=3[O:6][C:5]=2[CH2:4][CH2:3][CH:2]1[NH2:14].[C:15](Cl)(=[O:19])[CH:16](C)[CH3:17].[CH2:21](N(CC)CC)C. (2) Given the product [CH3:4][NH:5][C:6]1[CH:27]=[CH:26][C:9]([C:10]([NH:12][CH2:13][C:14]2[S:15][C:16]([O:19][C:20]3[CH:21]=[CH:22][CH:23]=[CH:24][CH:25]=3)=[CH:17][CH:18]=2)=[O:11])=[CH:8][N:7]=1, predict the reactants needed to synthesize it. The reactants are: C(O[CH2:4][NH:5][C:6]1[CH:27]=[CH:26][C:9]([C:10]([NH:12][CH2:13][C:14]2[S:15][C:16]([O:19][C:20]3[CH:25]=[CH:24][CH:23]=[CH:22][CH:21]=3)=[CH:17][CH:18]=2)=[O:11])=[CH:8][N:7]=1)C.[BH4-].[Na+].O.C(OCC)(=O)C. (3) Given the product [Cl:19][C:18]1[C:13]2[CH:12]=[C:11]([C:8]3[CH:7]=[CH:6][C:5]([CH2:4][OH:3])=[CH:10][CH:9]=3)[NH:20][C:14]=2[N:15]=[CH:16][N:17]=1, predict the reactants needed to synthesize it. The reactants are: C([O:3][C:4](=O)[C:5]1[CH:10]=[CH:9][C:8]([C:11]2[NH:20][C:14]3[N:15]=[CH:16][N:17]=[C:18]([Cl:19])[C:13]=3[CH:12]=2)=[CH:7][CH:6]=1)C.[H-].C([Al+]CC(C)C)C(C)C.[OH-].[Na+].[O-]S([O-])(=O)=O.[Na+].[Na+]. (4) Given the product [Cl:1][C:2]1[CH:3]=[CH:4][C:5]([N+:10]([O-:12])=[O:11])=[C:6]([N:7]([CH3:8])[C:20](=[O:23])[CH2:21][CH3:22])[CH:9]=1, predict the reactants needed to synthesize it. The reactants are: [Cl:1][C:2]1[CH:3]=[CH:4][C:5]([N+:10]([O-:12])=[O:11])=[C:6]([CH:9]=1)[NH:7][CH3:8].C(N(CC)CC)C.[C:20](Cl)(=[O:23])[CH2:21][CH3:22].C(=O)(O)[O-].[Na+]. (5) Given the product [CH3:1][O:2][C:3]1[CH:8]=[CH:7][C:6]([NH:9][C:10]2[C:19]3[C:14](=[CH:15][CH:16]=[C:17]([C:20](=[O:23])[NH:21][CH3:22])[CH:18]=3)[N:13]=[CH:12][C:11]=2[C:24]([O:26][CH2:34][CH2:33][N:32]2[CH:29]=[CH:28][N:30]=[CH:31]2)=[O:25])=[CH:5][CH:4]=1, predict the reactants needed to synthesize it. The reactants are: [CH3:1][O:2][C:3]1[CH:8]=[CH:7][C:6]([NH:9][C:10]2[C:19]3[C:14](=[CH:15][CH:16]=[C:17]([C:20](=[O:23])[NH:21][CH3:22])[CH:18]=3)[N:13]=[CH:12][C:11]=2[C:24]([OH:26])=[O:25])=[CH:5][CH:4]=1.Cl.[CH2:28]([N:30]=[C:31]=[N:32][CH2:33][CH2:34]CN(C)C)[CH3:29].OC1C2N=NNC=2C=CC=1.C(N(CC)CC)C.OCCC1NC=CN=1. (6) Given the product [CH3:22][N:4]([CH2:5][CH2:6][CH2:7][N:8]1[C:17]2[C:12](=[CH:13][C:14]([N+:18]([O-:20])=[O:19])=[CH:15][CH:16]=2)[CH2:11][CH2:10][CH2:9]1)[CH2:3][CH2:2][OH:1], predict the reactants needed to synthesize it. The reactants are: [OH:1][CH2:2][CH2:3][N:4]([CH3:22])[CH2:5][CH2:6][CH2:7][N:8]1[C:17]2[C:12](=[CH:13][C:14]([N+:18]([O-:20])=[O:19])=[CH:15][CH:16]=2)[CH2:11][CH2:10][C:9]1=O.C1COCC1. (7) Given the product [C:1]1([C:7]2([C:14]3[CH:23]=[C:22]([O:24][CH2:25][C:26]4[CH:35]=[CH:34][C:33]5[C:28](=[CH:29][CH:30]=[CH:31][CH:32]=5)[N:27]=4)[CH:21]=[CH:20][C:15]=3[C:16]([OH:18])=[O:17])[CH2:12][CH:11]3[CH2:13][CH:8]2[CH2:9][CH2:10]3)[CH:2]=[CH:3][CH:4]=[CH:5][CH:6]=1, predict the reactants needed to synthesize it. The reactants are: [C:1]1([C:7]2([C:14]3[CH:23]=[C:22]([O:24][CH2:25][C:26]4[CH:35]=[CH:34][C:33]5[C:28](=[CH:29][CH:30]=[CH:31][CH:32]=5)[N:27]=4)[CH:21]=[CH:20][C:15]=3[C:16]([O:18]C)=[O:17])[CH2:12][CH:11]3[CH2:13][CH:8]2[CH2:9][CH2:10]3)[CH:6]=[CH:5][CH:4]=[CH:3][CH:2]=1.[OH-].[K+].Cl. (8) The reactants are: [Cl:1][C:2]1[N:7]=[CH:6][N:5]=[C:4]([S:8][CH2:9][C:10]([O:12][CH2:13][CH3:14])=[O:11])[C:3]=1[CH:15]=O.C(N(CC)C(C)C)C. Given the product [Cl:1][C:2]1[C:3]2[CH:15]=[C:9]([C:10]([O:12][CH2:13][CH3:14])=[O:11])[S:8][C:4]=2[N:5]=[CH:6][N:7]=1, predict the reactants needed to synthesize it. (9) Given the product [CH3:1][C:2]1([CH3:30])[O:3][CH2:4][CH:5]([CH2:8][O:9][C:10]2[C:15]([CH3:16])=[CH:14][N:13]=[C:12]([CH2:17][S@:18]([C:20]3[NH:21][C:22]4[CH:28]=[CH:27][CH:26]=[CH:25][C:23]=4[N:24]=3)=[O:19])[C:11]=2[CH3:29])[CH2:6][O:7]1, predict the reactants needed to synthesize it. The reactants are: [CH3:1][C:2]1([CH3:30])[O:7][CH2:6][CH:5]([CH2:8][O:9][C:10]2[C:15]([CH3:16])=[CH:14][N:13]=[C:12]([CH2:17][S:18]([C:20]3[NH:24][C:23]4[CH:25]=[CH:26][CH:27]=[CH:28][C:22]=4[N:21]=3)=[O:19])[C:11]=2[CH3:29])[CH2:4][O:3]1. (10) Given the product [CH2:1]([C:3]1[C:13]([CH2:14][C:15]2[CH:20]=[CH:19][C:18]([N:21]3[CH:25]=[C:24]([CH:26]=[O:27])[C:23]([CH3:28])=[N:22]3)=[CH:17][CH:16]=2)=[C:6]2[N:7]=[C:8]([CH3:12])[CH:9]=[C:10]([CH3:11])[N:5]2[N:4]=1)[CH3:2], predict the reactants needed to synthesize it. The reactants are: [CH2:1]([C:3]1[C:13]([CH2:14][C:15]2[CH:20]=[CH:19][C:18]([N:21]3[CH:25]=[C:24]([CH2:26][OH:27])[C:23]([CH3:28])=[N:22]3)=[CH:17][CH:16]=2)=[C:6]2[N:7]=[C:8]([CH3:12])[CH:9]=[C:10]([CH3:11])[N:5]2[N:4]=1)[CH3:2].